Dataset: Full USPTO retrosynthesis dataset with 1.9M reactions from patents (1976-2016). Task: Predict the reactants needed to synthesize the given product. Given the product [F:35][C:32]1[CH:33]=[CH:34][C:29]([N:25]2[C:26]3[C:22](=[CH:21][C:20]([O:19][C@H:10]([C:11]4[CH:16]=[CH:15][CH:14]=[C:13]([O:17][CH3:18])[CH:12]=4)[C@@H:9]([N:8]4[C:6](=[O:7])[CH2:5][NH:4][C:1]4=[O:3])[CH3:36])=[CH:28][CH:27]=3)[CH:23]=[N:24]2)=[CH:30][CH:31]=1, predict the reactants needed to synthesize it. The reactants are: [C:1]([NH:4][CH2:5][C:6]([NH:8][C@@H:9]([CH3:36])[C@H:10]([O:19][C:20]1[CH:21]=[C:22]2[C:26](=[CH:27][CH:28]=1)[N:25]([C:29]1[CH:34]=[CH:33][C:32]([F:35])=[CH:31][CH:30]=1)[N:24]=[CH:23]2)[C:11]1[CH:16]=[CH:15][CH:14]=[C:13]([O:17][CH3:18])[CH:12]=1)=[O:7])(=[O:3])N.